This data is from Forward reaction prediction with 1.9M reactions from USPTO patents (1976-2016). The task is: Predict the product of the given reaction. Given the reactants Br[C:2]1[CH:7]=[CH:6][C:5]([CH:8]([C:20]2[CH:25]=[CH:24][CH:23]=[CH:22][C:21]=2[C:26]([F:29])([F:28])[F:27])[CH2:9]/[C:10](/[C:13]2[CH:18]=[CH:17][N:16]=[C:15]([CH3:19])[CH:14]=2)=[N:11]\[OH:12])=[CH:4][CH:3]=1.[CH3:30][S:31]([N:34]1[CH2:39][CH2:38][NH:37][CH2:36][CH2:35]1)(=[O:33])=[O:32], predict the reaction product. The product is: [CH3:30][S:31]([N:34]1[CH2:39][CH2:38][N:37]([C:2]2[CH:7]=[CH:6][C:5]([CH:8]([C:20]3[CH:25]=[CH:24][CH:23]=[CH:22][C:21]=3[C:26]([F:29])([F:28])[F:27])[CH2:9]/[C:10](/[C:13]3[CH:18]=[CH:17][N:16]=[C:15]([CH3:19])[CH:14]=3)=[N:11]\[OH:12])=[CH:4][CH:3]=2)[CH2:36][CH2:35]1)(=[O:33])=[O:32].